From a dataset of Forward reaction prediction with 1.9M reactions from USPTO patents (1976-2016). Predict the product of the given reaction. (1) Given the reactants [CH3:1][C:2]1[CH:10]=[C:9]2[C:5]([CH:6]=[CH:7][NH:8]2)=[CH:4][CH:3]=1.[F:11][C:12]([F:23])([F:22])[C:13](O[C:13](=[O:14])[C:12]([F:23])([F:22])[F:11])=[O:14], predict the reaction product. The product is: [F:11][C:12]([F:23])([F:22])[C:13]([C:6]1[C:5]2[C:9](=[CH:10][C:2]([CH3:1])=[CH:3][CH:4]=2)[NH:8][CH:7]=1)=[O:14]. (2) Given the reactants [NH2:1][C:2]1[CH:7]=[CH:6][C:5]([CH:8]([CH3:12])[C:9]([OH:11])=[O:10])=[CH:4][C:3]=1[OH:13].Br[C:15]#[N:16].[OH-].[Na+], predict the reaction product. The product is: [NH2:16][C:15]1[O:13][C:3]2[CH:4]=[C:5]([CH:8]([CH3:12])[C:9]([OH:11])=[O:10])[CH:6]=[CH:7][C:2]=2[N:1]=1. (3) Given the reactants P(Br)(Br)([Br:3])=O.[Cl:6][C:7]1[CH:12]=[CH:11][C:10]([C:13]2[CH:14]=[C:15]3[C:20](=[CH:21][CH:22]=2)[NH:19][C:18](=O)[CH:17]=[CH:16]3)=[CH:9][CH:8]=1.N, predict the reaction product. The product is: [Br:3][C:18]1[CH:17]=[CH:16][C:15]2[C:20](=[CH:21][CH:22]=[C:13]([C:10]3[CH:11]=[CH:12][C:7]([Cl:6])=[CH:8][CH:9]=3)[CH:14]=2)[N:19]=1. (4) Given the reactants [Cl:1][C:2]1[CH:3]=[N:4][CH:5]=[C:6]([CH:11]=1)[C:7](Cl)=[N:8][OH:9].[C:12]([C:14]1[CH:19]=[CH:18][CH:17]=[CH:16][CH:15]=1)#[CH:13].N, predict the reaction product. The product is: [Cl:1][C:2]1[CH:11]=[C:6]([C:7]2[CH:13]=[C:12]([C:14]3[CH:19]=[CH:18][CH:17]=[CH:16][CH:15]=3)[O:9][N:8]=2)[CH:5]=[N:4][CH:3]=1.